This data is from Forward reaction prediction with 1.9M reactions from USPTO patents (1976-2016). The task is: Predict the product of the given reaction. Given the reactants CC(C1C(S(C)=O)=C(N)N([C:13]2[C:18](Cl)=[CH:17][C:16]([C:20](F)(F)F)=[CH:15][C:14]=2Cl)N=1)=O.CC[S+]([O-])[C:28]1[C:29](C#N)=[N:30][N:31](C2C(Cl)=CC(C(F)(F)F)=CC=2Cl)C=1N.C1C(C(F)(F)F)=CC(Cl)=C(N2N=C(C#N)C([S+]([O-])C(F)(F)F)=C2N)C=1Cl.COC1C(=O)C=C/C(=C\NC2N(C3C(Cl)=CC(C(F)(F)F)=CC=3Cl)N=C(C#N)C=2SC(F)(F)F)/C=1.C1C=C(CNC2N(C3C(Cl)=CC(C(F)(F)F)=CC=3Cl)N=C(C#N)C=2SC(F)F)N=CC=1.C1N=CC(CNC2N(C3C(Cl)=CC(C(F)(F)F)=CC=3Cl)N=C(C#N)C=2SCF)=NC=1, predict the reaction product. The product is: [C:16]1([C:20]2[CH:28]=[CH:29][NH:30][N:31]=2)[CH:15]=[CH:14][CH:13]=[CH:18][CH:17]=1.